Dataset: Catalyst prediction with 721,799 reactions and 888 catalyst types from USPTO. Task: Predict which catalyst facilitates the given reaction. (1) Reactant: CN(C)C=O.[H-].[Na+].[CH3:8][O:9][C:10]1[CH:11]=[C:12]2[C:17](=[CH:18][C:19]=1[O:20][CH3:21])[N:16]=[CH:15][N:14]=[C:13]2[O:22][C:23]1[CH:28]=[CH:27][C:26]([NH:29][C:30](=[O:38])[O:31][CH:32]2[CH2:37][CH2:36][CH2:35][CH2:34][CH2:33]2)=[CH:25][CH:24]=1.[CH2:39](I)[CH3:40]. Product: [CH3:8][O:9][C:10]1[CH:11]=[C:12]2[C:17](=[CH:18][C:19]=1[O:20][CH3:21])[N:16]=[CH:15][N:14]=[C:13]2[O:22][C:23]1[CH:24]=[CH:25][C:26]([N:29]([CH2:39][CH3:40])[C:30](=[O:38])[O:31][CH:32]2[CH2:33][CH2:34][CH2:35][CH2:36][CH2:37]2)=[CH:27][CH:28]=1. The catalyst class is: 6. (2) Product: [F:1][C:2]1[CH:3]=[C:4]([CH:8]=[CH:9][C:10]=1[S:34]([CH:32]([CH3:31])[CH3:23])(=[O:35])=[O:17])[C:5]([OH:7])=[O:6]. Reactant: [F:1][C:2]1[CH:3]=[C:4]([CH:8]=[CH:9][C:10]=1F)[C:5]([OH:7])=[O:6].CC(S)C.C(=O)([O-])[O-:17].[Cs+].[Cs+].Cl[C:23]1C=C(C=[CH:31][CH:32]=1)C(OO)=O.C[S:34](C)=[O:35]. The catalyst class is: 2. (3) Reactant: C1(P(C2CCCCC2)C2C=CC=CC=2C2C(C(C)C)=CC(C(C)C)=CC=2C(C)C)CCCCC1.[O:35]1[CH2:40][CH2:39][N:38]([C:41]2[C:46]([NH2:47])=[CH:45][C:44]([N:48]3[CH2:53][CH2:52][O:51][CH2:50][CH2:49]3)=[CH:43][N:42]=2)[CH2:37][CH2:36]1.Cl[C:55]1[C:64]2[C:59](=[CH:60][C:61]([F:66])=[CH:62][C:63]=2[F:65])[N:58]=[C:57]([C:67]2[CH:72]=[N:71][CH:70]=[CH:69][N:68]=2)[C:56]=1[CH3:73].CC(C)([O-])C.[Na+]. Product: [O:35]1[CH2:40][CH2:39][N:38]([C:41]2[C:46]([NH:47][C:55]3[C:64]4[C:59](=[CH:60][C:61]([F:66])=[CH:62][C:63]=4[F:65])[N:58]=[C:57]([C:67]4[CH:72]=[N:71][CH:70]=[CH:69][N:68]=4)[C:56]=3[CH3:73])=[CH:45][C:44]([N:48]3[CH2:49][CH2:50][O:51][CH2:52][CH2:53]3)=[CH:43][N:42]=2)[CH2:37][CH2:36]1. The catalyst class is: 101.